This data is from Reaction yield outcomes from USPTO patents with 853,638 reactions. The task is: Predict the reaction yield, written as a fraction of the theoretical maximum amount of product (1.0 means a 100% yield; for example, 0.34 means a 34% yield). (1) The reactants are [CH2:1]([N:3]([CH2:8][CH3:9])[CH2:4][CH2:5][CH2:6][NH2:7])[CH3:2].Cl[C:11](OC)=O.C(=O)([O-])O.[Na+].[H-].[Al+3].[Li+].[H-].[H-].[H-].[OH-].[Na+]. The product is [CH2:1]([N:3]([CH2:8][CH3:9])[CH2:4][CH2:5][CH2:6][NH:7][CH3:11])[CH3:2]. The catalyst is O1CCCC1.O.C(N(CC)CC)C. The yield is 0.720. (2) The reactants are COC1C=CC(C[N:8]2[C:12]3=[N:13][CH:14]=[CH:15][C:16]([O:17][C:18]4[CH:23]=[CH:22][C:21]([NH:24][C:25]([C:27]5[C:28](=[O:40])[N:29]([C:33]6[CH:38]=[CH:37][C:36]([F:39])=[CH:35][CH:34]=6)[N:30]=[CH:31][CH:32]=5)=[O:26])=[CH:20][C:19]=4[F:41])=[C:11]3[C:10]([CH:42]3[CH2:47][CH2:46][N:45]([CH3:48])[CH2:44][CH2:43]3)=[N:9]2)=CC=1.C(O)(C(F)(F)F)=O. No catalyst specified. The product is [F:41][C:19]1[CH:20]=[C:21]([NH:24][C:25]([C:27]2[C:28](=[O:40])[N:29]([C:33]3[CH:38]=[CH:37][C:36]([F:39])=[CH:35][CH:34]=3)[N:30]=[CH:31][CH:32]=2)=[O:26])[CH:22]=[CH:23][C:18]=1[O:17][C:16]1[CH:15]=[CH:14][N:13]=[C:12]2[NH:8][N:9]=[C:10]([CH:42]3[CH2:47][CH2:46][N:45]([CH3:48])[CH2:44][CH2:43]3)[C:11]=12. The yield is 0.169.